From a dataset of Reaction yield outcomes from USPTO patents with 853,638 reactions. Predict the reaction yield, written as a fraction of the theoretical maximum amount of product (1.0 means a 100% yield; for example, 0.34 means a 34% yield). (1) The reactants are [OH:1][CH:2]1[CH2:20][CH:19]2[N:4]([C:5](=[O:39])[CH:6]([NH:31][C:32]([O:34][C:35]([CH3:38])([CH3:37])[CH3:36])=[O:33])[CH2:7][CH2:8][CH2:9][CH2:10][CH2:11][CH:12]=[CH:13][CH:14]3[C:16]([C:22]([NH:24][S:25]([CH:28]4[CH2:30][CH2:29]4)(=[O:27])=[O:26])=[O:23])([NH:17][C:18]2=[O:21])[CH2:15]3)[CH2:3]1.[N:40]1([C:45]2[CH:53]=[CH:52][C:48]([C:49](Cl)=[O:50])=[CH:47][CH:46]=2)[CH:44]=[CH:43][CH:42]=[N:41]1. No catalyst specified. The product is [N:40]1([C:45]2[CH:53]=[CH:52][C:48]([C:49]([O:1][CH:2]3[CH2:20][CH:19]4[N:4]([C:5](=[O:39])[CH:6]([NH:31][C:32]([O:34][C:35]([CH3:36])([CH3:38])[CH3:37])=[O:33])[CH2:7][CH2:8][CH2:9][CH2:10][CH2:11][CH:12]=[CH:13][CH:14]5[C:16]([C:22]([NH:24][S:25]([CH:28]6[CH2:30][CH2:29]6)(=[O:27])=[O:26])=[O:23])([NH:17][C:18]4=[O:21])[CH2:15]5)[CH2:3]3)=[O:50])=[CH:47][CH:46]=2)[CH:44]=[CH:43][CH:42]=[N:41]1. The yield is 0.0770. (2) The reactants are [Cl:1][C:2]1[CH:3]=[C:4]([NH:17][C:18]2[C:27]3[C:22](=[CH:23][CH:24]=[C:25]([C:28]4[O:29][C:30]([CH:33]=O)=[CH:31][CH:32]=4)[CH:26]=3)[N:21]=[CH:20][N:19]=2)[CH:5]=[CH:6][C:7]=1[O:8][CH2:9][C:10]1[CH:15]=[CH:14][CH:13]=[C:12]([F:16])[CH:11]=1.[CH2:35]([NH2:41])[CH2:36][CH2:37][CH2:38][CH2:39][CH3:40].C(O[BH-](OC(=O)C)OC(=O)C)(=O)C.[Na+].C(=O)([O-])[O-].[Na+].[Na+]. The catalyst is O1CCCC1. The product is [Cl:1][C:2]1[CH:3]=[C:4]([NH:17][C:18]2[C:27]3[C:22](=[CH:23][CH:24]=[C:25]([C:28]4[O:29][C:30]([CH2:33][NH:41][CH2:35][CH2:36][CH2:37][CH2:38][CH2:39][CH3:40])=[CH:31][CH:32]=4)[CH:26]=3)[N:21]=[CH:20][N:19]=2)[CH:5]=[CH:6][C:7]=1[O:8][CH2:9][C:10]1[CH:15]=[CH:14][CH:13]=[C:12]([F:16])[CH:11]=1. The yield is 0.769. (3) The reactants are Cl.Cl.[N:3]1[CH:8]=[CH:7][CH:6]=[CH:5][C:4]=1[C:9]1([NH2:12])[CH2:11][CH2:10]1.CN(C(ON1N=NC2C=CC=NC1=2)=[N+](C)C)C.F[P-](F)(F)(F)(F)F.CCN(C(C)C)C(C)C.[F:46][C:47]1[CH:52]=[CH:51][C:50]([C:53]2[O:54][C:55]3[CH:65]=[C:64]([N:66]([CH2:71][CH2:72][OH:73])[S:67]([CH3:70])(=[O:69])=[O:68])[C:63]([C:74]4[CH:75]=[C:76]([CH:80]=[CH:81][CH:82]=4)[C:77](O)=[O:78])=[CH:62][C:56]=3[C:57]=2[C:58](=[O:61])[NH:59][CH3:60])=[CH:49][CH:48]=1. The catalyst is CN(C=O)C.CCOC(C)=O. The product is [F:46][C:47]1[CH:52]=[CH:51][C:50]([C:53]2[O:54][C:55]3[CH:65]=[C:64]([N:66]([CH2:71][CH2:72][OH:73])[S:67]([CH3:70])(=[O:69])=[O:68])[C:63]([C:74]4[CH:82]=[CH:81][CH:80]=[C:76]([C:77](=[O:78])[NH:12][C:9]5([C:4]6[CH:5]=[CH:6][CH:7]=[CH:8][N:3]=6)[CH2:11][CH2:10]5)[CH:75]=4)=[CH:62][C:56]=3[C:57]=2[C:58]([NH:59][CH3:60])=[O:61])=[CH:49][CH:48]=1. The yield is 0.320. (4) The reactants are [OH-].[K+].[CH3:3][C:4]1[C:12]2[C:7](=[CH:8][CH:9]=[C:10]([CH:13]=O)[CH:11]=2)[NH:6][N:5]=1.[C:15]([C:18]1[CH:23]=[CH:22][C:21]([NH:24]C(=O)C)=[CH:20][C:19]=1[CH3:28])(=[O:17])[CH3:16].Cl.C([O-])(O)=O.[Na+]. The yield is 0.320. The catalyst is C(O)C. The product is [NH2:24][C:21]1[CH:22]=[CH:23][C:18]([C:15](=[O:17])/[CH:16]=[CH:13]/[C:10]2[CH:11]=[C:12]3[C:7](=[CH:8][CH:9]=2)[NH:6][N:5]=[C:4]3[CH3:3])=[C:19]([CH3:28])[CH:20]=1. (5) The reactants are Br[C:2]1[C:6]([Br:7])=[CH:5][S:4][C:3]=1[CH:8]=[O:9].[CH3:10][C:11]1[CH:12]=[C:13]([NH:26][S:27]([CH3:30])(=[O:29])=[O:28])[CH:14]=[CH:15][C:16]=1B1OC(C)(C)C(C)(C)O1.C([O-])([O-])=O.[Na+].[Na+]. The catalyst is COCCOC.O. The product is [Br:7][C:6]1[C:2]([C:16]2[CH:15]=[CH:14][C:13]([NH:26][S:27]([CH3:30])(=[O:28])=[O:29])=[CH:12][C:11]=2[CH3:10])=[C:3]([CH:8]=[O:9])[S:4][CH:5]=1. The yield is 0.357. (6) The reactants are [O:1]=[C:2]1[CH:7]=[C:6]([C:8]2[CH:13]=[CH:12][C:11]([C:14]([F:17])([F:16])[F:15])=[CH:10][N:9]=2)[CH:5]=[CH:4][N:3]1[C:18]1[CH:19]=[CH:20][C:21]2[C:22]3[CH2:40][N:39](C(OC(C)(C)C)=O)[CH2:38][CH2:37][C:23]=3[N:24]([S:27]([C:30]3[CH:36]=[CH:35][C:33]([CH3:34])=[CH:32][CH:31]=3)(=[O:29])=[O:28])[C:25]=2[CH:26]=1.C(Cl)Cl.[C:51]([OH:57])([C:53]([F:56])([F:55])[F:54])=[O:52]. No catalyst specified. The product is [F:54][C:53]([F:56])([F:55])[C:51]([OH:57])=[O:52].[S:27]([N:24]1[C:25]2[CH:26]=[C:18]([N:3]3[CH:4]=[CH:5][C:6]([C:8]4[CH:13]=[CH:12][C:11]([C:14]([F:17])([F:16])[F:15])=[CH:10][N:9]=4)=[CH:7][C:2]3=[O:1])[CH:19]=[CH:20][C:21]=2[C:22]2[CH2:40][NH:39][CH2:38][CH2:37][C:23]1=2)([C:30]1[CH:31]=[CH:32][C:33]([CH3:34])=[CH:35][CH:36]=1)(=[O:29])=[O:28]. The yield is 1.00. (7) The reactants are [F:1][C:2]1[CH:7]=[C:6]([S:8][CH3:9])[CH:5]=[CH:4][C:3]=1[NH:10][C:11]1[C:12]([C:19]([O:21]C)=O)=[N:13][N:14]([CH3:18])[C:15](=[O:17])[CH:16]=1.[CH:23]([O:25][CH2:26][CH2:27][O:28][NH2:29])=[CH2:24].[Li+].C[Si]([N-][Si](C)(C)C)(C)C. The catalyst is C1COCC1. The product is [F:1][C:2]1[CH:7]=[C:6]([S:8][CH3:9])[CH:5]=[CH:4][C:3]=1[NH:10][C:11]1[C:12]([C:19]([NH:29][O:28][CH2:27][CH2:26][O:25][CH:23]=[CH2:24])=[O:21])=[N:13][N:14]([CH3:18])[C:15](=[O:17])[CH:16]=1. The yield is 0.990. (8) The reactants are [N+:1]([C:4]1[CH:12]=[C:11]2[C:7]([CH:8]=[C:9]([C:13]#[N:14])[NH:10]2)=[CH:6][CH:5]=1)([O-])=O. The product is [NH2:1][C:4]1[CH:12]=[C:11]2[C:7]([CH:8]=[C:9]([C:13]#[N:14])[NH:10]2)=[CH:6][CH:5]=1. The catalyst is [Ni].CCO. The yield is 0.490.